From a dataset of Forward reaction prediction with 1.9M reactions from USPTO patents (1976-2016). Predict the product of the given reaction. (1) Given the reactants [CH3:1][O:2][C:3]1[CH:4]=[C:5]([C:11]2[C:22](=[NH:23])[N:21]([CH2:24][CH3:25])[C:14]3[N:15]=[C:16]([S:19][CH3:20])[N:17]=[N:18][C:13]=3[CH:12]=2)[CH:6]=[C:7]([O:9][CH3:10])[CH:8]=1.[C:26](OC(=O)C)(=[O:28])[CH3:27], predict the reaction product. The product is: [CH3:1][O:2][C:3]1[CH:4]=[C:5]([C:11]2[C:22](=[N:23][C:26](=[O:28])[CH3:27])[N:21]([CH2:24][CH3:25])[C:14]3[N:15]=[C:16]([S:19][CH3:20])[N:17]=[N:18][C:13]=3[CH:12]=2)[CH:6]=[C:7]([O:9][CH3:10])[CH:8]=1. (2) Given the reactants [Br:1][C:2]1[C:3]([O:12][C@H:13]2[CH2:18][CH2:17][C@@H:16]([CH:19]([CH3:21])[CH3:20])[CH2:15][CH2:14]2)=[N:4][C:5]([CH3:11])=[C:6]([N+:8]([O-])=O)[CH:7]=1.[Cl-].[NH4+], predict the reaction product. The product is: [Br:1][C:2]1[CH:7]=[C:6]([NH2:8])[C:5]([CH3:11])=[N:4][C:3]=1[O:12][C@H:13]1[CH2:14][CH2:15][C@@H:16]([CH:19]([CH3:20])[CH3:21])[CH2:17][CH2:18]1.